Dataset: Full USPTO retrosynthesis dataset with 1.9M reactions from patents (1976-2016). Task: Predict the reactants needed to synthesize the given product. (1) Given the product [C:36]1([C:2]2[O:6][C:5]([CH2:7][NH:8][C:9]([C:11]3[CH:12]=[C:13]4[C:18](=[CH:19][CH:20]=3)[N:17]=[CH:16][CH:15]=[CH:14]4)=[O:10])=[CH:4][CH:3]=2)[CH:41]=[CH:40][CH:39]=[CH:38][CH:37]=1, predict the reactants needed to synthesize it. The reactants are: Br[C:2]1[O:6][C:5]([CH2:7][NH:8][C:9]([C:11]2[CH:12]=[C:13]3[C:18](=[CH:19][CH:20]=2)[N:17]=[CH:16][CH:15]=[CH:14]3)=[O:10])=[CH:4][CH:3]=1.NC1N=C(N)C=CC=1C(NCC1C=CC(CO[C:36]2[CH:41]=[CH:40][CH:39]=[CH:38][CH:37]=2)=CN=1)=O.C1(B(O)O)C=CC=CC=1.C(=O)([O-])[O-].[K+].[K+]. (2) Given the product [F:11][C:5]1[C:6]([C:8]([OH:10])=[O:9])=[N:7][C:2]([C:14]2[CH:15]=[CH:16][CH:17]=[CH:18][C:13]=2[F:12])=[CH:3][CH:4]=1, predict the reactants needed to synthesize it. The reactants are: Br[C:2]1[N:7]=[C:6]([C:8]([OH:10])=[O:9])[C:5]([F:11])=[CH:4][CH:3]=1.[F:12][C:13]1[CH:18]=[CH:17][CH:16]=[CH:15][C:14]=1B(O)O. (3) Given the product [CH3:1][O:2][C:3]1[CH:4]=[C:5]([CH3:24])[C:6]([S:10]([N:13]([CH3:14])[CH2:15][C:16]2[O:20][CH:19]=[C:18]([C:21]([N:47]3[CH2:46][CH2:45][N:44]([CH:41]4[CH2:42][CH2:43][N:38]([CH3:37])[CH2:39][CH2:40]4)[CH2:49][CH2:48]3)=[O:22])[CH:17]=2)(=[O:11])=[O:12])=[C:7]([CH3:9])[CH:8]=1, predict the reactants needed to synthesize it. The reactants are: [CH3:1][O:2][C:3]1[CH:8]=[C:7]([CH3:9])[C:6]([S:10]([N:13]([CH2:15][C:16]2[O:20][CH:19]=[C:18]([C:21](O)=[O:22])[CH:17]=2)[CH3:14])(=[O:12])=[O:11])=[C:5]([CH3:24])[CH:4]=1.C1N=CN(C(N2C=NC=C2)=O)C=1.[CH3:37][N:38]1[CH2:43][CH2:42][CH:41]([N:44]2[CH2:49][CH2:48][NH:47][CH2:46][CH2:45]2)[CH2:40][CH2:39]1. (4) Given the product [CH2:4]([O:11][C:12]1[C:17]([CH3:18])=[CH:16][C:15]([C:19]2[CH:24]=[CH:23][C:22]([C:25]([OH:2])=[O:1])=[C:21]([F:27])[CH:20]=2)=[CH:14][C:13]=1[CH3:28])[C:5]1[CH:10]=[CH:9][CH:8]=[CH:7][CH:6]=1, predict the reactants needed to synthesize it. The reactants are: [OH2:1].[OH-:2].[Li+].[CH2:4]([O:11][C:12]1[C:17]([CH3:18])=[CH:16][C:15]([C:19]2[CH:24]=[CH:23][C:22]([C:25]#N)=[C:21]([F:27])[CH:20]=2)=[CH:14][C:13]=1[CH3:28])[C:5]1[CH:10]=[CH:9][CH:8]=[CH:7][CH:6]=1.COCC(O)C.Cl. (5) Given the product [Br:18][CH2:12][C:6]1[C:5]([CH2:14][CH2:15][CH3:16])=[C:4]2[C:9]([CH:10]=[CH:11][C:2]([CH3:1])=[N:3]2)=[CH:8][N:7]=1, predict the reactants needed to synthesize it. The reactants are: [CH3:1][C:2]1[CH:11]=[CH:10][C:9]2[C:4](=[C:5]([CH2:14][CH2:15][CH3:16])[C:6]([CH2:12]O)=[N:7][CH:8]=2)[N:3]=1.C(Br)(Br)(Br)[Br:18].C1C=CC(P(C2C=CC=CC=2)C2C=CC=CC=2)=CC=1. (6) Given the product [CH2:32]([S:34]([N:19]1[CH2:18][CH2:17][CH:16]([C:13]2[C:11]3[N:12]=[C:7]([C:1]4[CH:2]=[CH:3][CH:4]=[CH:5][CH:6]=4)[N:8]=[C:9]([C:22]([NH2:24])=[O:23])[C:10]=3[NH:15][CH:14]=2)[CH2:21][CH2:20]1)(=[O:36])=[O:35])[CH3:33], predict the reactants needed to synthesize it. The reactants are: [C:1]1([C:7]2[N:8]=[C:9]([C:22]([NH2:24])=[O:23])[C:10]3[NH:15][CH:14]=[C:13]([CH:16]4[CH2:21][CH2:20][NH:19][CH2:18][CH2:17]4)[C:11]=3[N:12]=2)[CH:6]=[CH:5][CH:4]=[CH:3][CH:2]=1.C(N(CC)CC)C.[CH2:32]([S:34](Cl)(=[O:36])=[O:35])[CH3:33]. (7) Given the product [C:36]([C:4]1[CH:3]=[C:2]([C:40]2[CH:41]=[CH:42][CH:43]=[CH:44][C:39]=2[F:38])[CH:7]=[CH:6][C:5]=1[N:8]1[CH2:13][CH2:12][O:11][C:10]2[CH:14]=[C:15]([S:18]([NH:21][C:22]3[S:23][CH:24]=[CH:25][N:26]=3)(=[O:19])=[O:20])[CH:16]=[CH:17][C:9]1=2)#[N:37], predict the reactants needed to synthesize it. The reactants are: Br[C:2]1[CH:7]=[CH:6][C:5]([N:8]2[CH2:13][CH2:12][O:11][C:10]3[CH:14]=[C:15]([S:18]([N:21](CC4C=CC(OC)=CC=4)[C:22]4[S:23][CH:24]=[CH:25][N:26]=4)(=[O:20])=[O:19])[CH:16]=[CH:17][C:9]2=3)=[C:4]([C:36]#[N:37])[CH:3]=1.[F:38][C:39]1[CH:44]=[CH:43][CH:42]=[CH:41][C:40]=1B(O)O.P([O-])([O-])([O-])=O.[K+].[K+].[K+].O.